Dataset: Catalyst prediction with 721,799 reactions and 888 catalyst types from USPTO. Task: Predict which catalyst facilitates the given reaction. Reactant: [Cl:1][C:2]1[N:7]=[C:6](Cl)[C:5]([N+:9]([O-:11])=[O:10])=[CH:4][N:3]=1.[CH2:12]([CH2:14][NH2:15])[OH:13]. Product: [Cl:1][C:2]1[N:7]=[C:6]([NH:15][CH2:14][CH2:12][OH:13])[C:5]([N+:9]([O-:11])=[O:10])=[CH:4][N:3]=1. The catalyst class is: 357.